This data is from Forward reaction prediction with 1.9M reactions from USPTO patents (1976-2016). The task is: Predict the product of the given reaction. (1) Given the reactants [F:1][C:2]1[CH:7]=[CH:6][C:5]([C:8]([CH3:27])([CH3:26])[CH2:9][N:10]([C:18]2[CH:23]=[CH:22][C:21]([CH:24]=[CH2:25])=[CH:20][N:19]=2)[C:11](=[O:17])[O:12][C:13]([CH3:16])([CH3:15])[CH3:14])=[CH:4][CH:3]=1.B.[OH-:29].[Na+].OO, predict the reaction product. The product is: [F:1][C:2]1[CH:3]=[CH:4][C:5]([C:8]([CH3:27])([CH3:26])[CH2:9][N:10]([C:18]2[CH:23]=[CH:22][C:21]([CH2:24][CH2:25][OH:29])=[CH:20][N:19]=2)[C:11](=[O:17])[O:12][C:13]([CH3:16])([CH3:15])[CH3:14])=[CH:6][CH:7]=1. (2) Given the reactants [N+:1]([C:4]1[CH:5]=[C:6]2[C:11](=[CH:12][CH:13]=1)[NH:10][C:9](=[C:14]1[C:22]3[C:17](=[CH:18][CH:19]=[CH:20][CH:21]=3)[NH:16][C:15]1=[O:23])[CH:8]=[CH:7]2)([O-])=O, predict the reaction product. The product is: [NH2:1][C:4]1[CH:5]=[C:6]2[C:11](=[CH:12][CH:13]=1)[NH:10][C:9](=[C:14]1[C:22]3[C:17](=[CH:18][CH:19]=[CH:20][CH:21]=3)[NH:16][C:15]1=[O:23])[CH:8]=[CH:7]2. (3) Given the reactants [CH3:1][O:2][C:3](=[O:63])[C@@H:4]([NH:20][C:21]([CH:23]1[CH2:32][C:31]2[CH:30]=[C:29]3[O:33][CH2:34][C@H:35]([C:37]4[CH:42]=[CH:41][C:40]([O:43][CH2:44][C:45]5[CH:50]=[CH:49][C:48]([Cl:51])=[C:47]([Cl:52])[CH:46]=5)=[CH:39][CH:38]=4)[O:36][C:28]3=[CH:27][C:26]=2[CH2:25][N:24]1[S:53]([C:56]1[S:60][C:59]([NH2:61])=[N:58][C:57]=1[CH3:62])(=[O:55])=[O:54])=[O:22])[CH2:5][C:6]1[CH:11]=[CH:10][C:9]([C:12]2[CH:17]=[CH:16][C:15]([C:18]#[N:19])=[CH:14][CH:13]=2)=[CH:8][CH:7]=1.[C:64](Cl)(=[O:67])[CH2:65][CH3:66], predict the reaction product. The product is: [CH3:1][O:2][C:3](=[O:63])[C@@H:4]([NH:20][C:21]([CH:23]1[CH2:32][C:31]2[CH:30]=[C:29]3[O:33][CH2:34][C@H:35]([C:37]4[CH:38]=[CH:39][C:40]([O:43][CH2:44][C:45]5[CH:50]=[CH:49][C:48]([Cl:51])=[C:47]([Cl:52])[CH:46]=5)=[CH:41][CH:42]=4)[O:36][C:28]3=[CH:27][C:26]=2[CH2:25][N:24]1[S:53]([C:56]1[S:60][C:59]([NH:61][C:64](=[O:67])[CH2:65][CH3:66])=[N:58][C:57]=1[CH3:62])(=[O:55])=[O:54])=[O:22])[CH2:5][C:6]1[CH:7]=[CH:8][C:9]([C:12]2[CH:17]=[CH:16][C:15]([C:18]#[N:19])=[CH:14][CH:13]=2)=[CH:10][CH:11]=1. (4) Given the reactants [Cl:1][C:2]1[CH:3]=[C:4]([NH:16][C:17]2[C:26]3[C:21](=[CH:22][CH:23]=[CH:24][C:25]=3[O:27][C@H:28]([CH3:33])[C:29](OC)=[O:30])[N:20]=[CH:19][N:18]=2)[CH:5]=[CH:6][C:7]=1[O:8][C:9]1[CH:10]=[N:11][C:12]([CH3:15])=[CH:13][CH:14]=1.[CH3:34][NH:35][CH2:36][CH2:37][OH:38], predict the reaction product. The product is: [Cl:1][C:2]1[CH:3]=[C:4]([NH:16][C:17]2[C:26]3[C:21](=[CH:22][CH:23]=[CH:24][C:25]=3[O:27][C@H:28]([CH3:33])[C:29]([N:35]([CH2:36][CH2:37][OH:38])[CH3:34])=[O:30])[N:20]=[CH:19][N:18]=2)[CH:5]=[CH:6][C:7]=1[O:8][C:9]1[CH:10]=[N:11][C:12]([CH3:15])=[CH:13][CH:14]=1. (5) Given the reactants [Cl:1][C:2]1[CH:7]=[C:6]([C:8]2[CH:13]=[CH:12][C:11]([N+:14]([O-])=O)=[CH:10][C:9]=2[O:17][CH3:18])[N:5]=[CH:4][N:3]=1.C(O)(=O)C, predict the reaction product. The product is: [Cl:1][C:2]1[N:3]=[CH:4][N:5]=[C:6]([C:8]2[CH:13]=[CH:12][C:11]([NH2:14])=[CH:10][C:9]=2[O:17][CH3:18])[CH:7]=1. (6) Given the reactants Cl[C:2]1[N:10]=[C:9]2[C:5]([N:6]=[CH:7][N:8]2[C@H:11]2[C@H:15]([OH:16])[C@H:14]([OH:17])[C@@H:13]([CH2:18][OH:19])[O:12]2)=[C:4]([NH:20][CH3:21])[N:3]=1.O.[NH2:23][NH2:24], predict the reaction product. The product is: [NH:23]([C:2]1[N:10]=[C:9]2[C:5]([N:6]=[CH:7][N:8]2[C@H:11]2[C@H:15]([OH:16])[C@H:14]([OH:17])[C@@H:13]([CH2:18][OH:19])[O:12]2)=[C:4]([NH:20][CH3:21])[N:3]=1)[NH2:24]. (7) Given the reactants Cl.[NH2:2][CH:3]([CH2:8][CH2:9][CH2:10][CH3:11])[C:4]([O:6][CH3:7])=[O:5].C(N(CC)CC)C.S([O-])([O-])(=O)=O.[Mg+2].[CH:25](=O)[C:26]1[CH:31]=[CH:30][CH:29]=[CH:28][CH:27]=1, predict the reaction product. The product is: [CH:25](=[N:2][CH:3]([CH2:8][CH2:9][CH2:10][CH3:11])[C:4]([O:6][CH3:7])=[O:5])[C:26]1[CH:31]=[CH:30][CH:29]=[CH:28][CH:27]=1.